Dataset: NCI-60 drug combinations with 297,098 pairs across 59 cell lines. Task: Regression. Given two drug SMILES strings and cell line genomic features, predict the synergy score measuring deviation from expected non-interaction effect. (1) Drug 1: COC1=C(C=C2C(=C1)N=CN=C2NC3=CC(=C(C=C3)F)Cl)OCCCN4CCOCC4. Drug 2: C1C(C(OC1N2C=NC3=C(N=C(N=C32)Cl)N)CO)O. Cell line: SK-MEL-5. Synergy scores: CSS=58.5, Synergy_ZIP=12.2, Synergy_Bliss=14.5, Synergy_Loewe=14.3, Synergy_HSA=14.1. (2) Drug 1: C1=CC(=CC=C1C#N)C(C2=CC=C(C=C2)C#N)N3C=NC=N3. Drug 2: C1=CN(C=N1)CC(O)(P(=O)(O)O)P(=O)(O)O. Cell line: SN12C. Synergy scores: CSS=1.14, Synergy_ZIP=0.328, Synergy_Bliss=0.180, Synergy_Loewe=-1.99, Synergy_HSA=-2.73. (3) Drug 1: C1CN1P(=S)(N2CC2)N3CC3. Drug 2: C1=NC2=C(N1)C(=S)N=CN2. Cell line: MOLT-4. Synergy scores: CSS=86.8, Synergy_ZIP=0.988, Synergy_Bliss=1.14, Synergy_Loewe=0.141, Synergy_HSA=2.79. (4) Drug 1: CC1=CC2C(CCC3(C2CCC3(C(=O)C)OC(=O)C)C)C4(C1=CC(=O)CC4)C. Drug 2: B(C(CC(C)C)NC(=O)C(CC1=CC=CC=C1)NC(=O)C2=NC=CN=C2)(O)O. Cell line: 786-0. Synergy scores: CSS=0.0715, Synergy_ZIP=1.03, Synergy_Bliss=-0.576, Synergy_Loewe=-3.36, Synergy_HSA=-2.08.